Task: Predict the reactants needed to synthesize the given product.. Dataset: Full USPTO retrosynthesis dataset with 1.9M reactions from patents (1976-2016) (1) Given the product [C:20]([C:24]1[CH:29]=[CH:28][C:27]([O:4][C:1](=[O:3])[N:10]([CH3:11])[C@H:9]2[CH2:8][NH:7][C:6]2=[O:5])=[CH:26][CH:25]=1)([CH3:23])([CH3:21])[CH3:22], predict the reactants needed to synthesize it. The reactants are: [C:1]([O-:4])(=[O:3])C.[O:5]=[C:6]1[C@@H:9]([NH3+:10])[CH2:8][NH:7]1.[CH3:11]CN(C(C)C)C(C)C.[C:20]([C:24]1[CH:29]=[CH:28][C:27](C2C=CN(C([O-])=O)C(=O)C=2C)=[CH:26][CH:25]=1)([CH3:23])([CH3:22])[CH3:21]. (2) The reactants are: [NH:1]1[C:5]2=[N:6][CH:7]=[CH:8][CH:9]=[C:4]2[CH:3]=[C:2]1[C:10]([NH2:12])=O.N#N.[H-].[H-].[H-].[H-].[Li+].[Al+3]. Given the product [NH:1]1[C:5]2=[N:6][CH:7]=[CH:8][CH:9]=[C:4]2[CH:3]=[C:2]1[CH2:10][NH2:12], predict the reactants needed to synthesize it. (3) Given the product [CH3:16][Si:15]([CH3:18])([CH3:17])[O:1][C:2]1[CH2:3][CH2:4][N:5]([C:8]([O:10][C:11]([CH3:14])([CH3:13])[CH3:12])=[O:9])[CH2:6][CH:7]=1, predict the reactants needed to synthesize it. The reactants are: [O:1]=[C:2]1[CH2:7][CH2:6][N:5]([C:8]([O:10][C:11]([CH3:14])([CH3:13])[CH3:12])=[O:9])[CH2:4][CH2:3]1.[Si:15](Cl)([CH3:18])([CH3:17])[CH3:16].CCN(CC)CC.